This data is from Experimentally validated miRNA-target interactions with 360,000+ pairs, plus equal number of negative samples. The task is: Binary Classification. Given a miRNA mature sequence and a target amino acid sequence, predict their likelihood of interaction. (1) The miRNA is hsa-miR-335-5p with sequence UCAAGAGCAAUAACGAAAAAUGU. The protein sequence of the target gene is MTSATEFENVGNQPPYSRINARWDAPDDELDNDNSSARLFERSRIKALADEREVVQKKTFTKWVNSHLARVSCRITDLYKDLRDGRMLIKLLEVLSGEMLPKPTKGKMRIHCLENVDKALQFLKEQRVHLENMGSHDIVDGNHRLVLGLIWTIILRFQIQDIVVQTQEGRETRSAKDALLLWCQMKTAGYPHVNVTNFTSSWKDGLAFNALIHKHRPDLIDFDKLKDSNARHNLEHAFNVAERQLGIIPLLDPEDVFTENPDEKSIITYVVAFYHYFSKMKVLAVEGKRVGKVIDHAIET.... Result: 1 (interaction). (2) The miRNA is hsa-miR-3173-5p with sequence UGCCCUGCCUGUUUUCUCCUUU. The protein sequence of the target gene is MAPEVLPKPRMRGLLARRLRNHMAVAFVLSLGVAALYKFRVADQRKKAYADFYRNYDVMKDFEEMRKAGIFQSVK. Result: 1 (interaction). (3) The miRNA is hsa-miR-221-5p with sequence ACCUGGCAUACAAUGUAGAUUU. The protein sequence of the target gene is MQPESGANGTVIAEFILLGLLEAPGLQPVVFVLFLFAYLVTVRGNLSILAAVLVEPKLHTPMYFFLGNLSVLDVGCISVTVPSMLSRLLSRKRAVPCGACLTQLFFFHLFVGVDCFLLTAMAYDRFLAICRPLTYSTRMSQTVQRMLVAASWACAFTNALTHTVAMSTLNFCGPNVINHFYCDLPQLFQLSCSSTQLNELLLFAVGFIMAGTPMALIVISYIHVAAAVLRIRSVEGRKKAFSTCGSHLTVVAIFYGSGIFNYMRLGSTKLSDKDKAVGIFNTVINPMLNPIIYSFRNPDV.... Result: 0 (no interaction). (4) The miRNA is mmu-miR-376c-3p with sequence AACAUAGAGGAAAUUUCACGU. The protein sequence of the target gene is MSQVLFQQLVPLLVKCKDCEERRGSVRVSIELQSLSNPVHRKDLVIRLTDDTDPFFLYNLVISEEDFQSLKLQQGLLVDFLAFPQKFIDLLQQCMQEHAKETPRFLLQLLSSATLLENSPVLLNVVETNPFKHLIHLSLKLLPGNDVEIKKFLAGCLKCSKEEKLSLTRSLDDVTRQLHITQETLSEKMQELDKLRSEWASHTASLTNKHSQELTAEKEKALQTQVQCQQQHEQQKKELETLHQRNIHQLQSRLSELEAANKELTERKYKGDSTVRELKAKLAGVEEELQRAKQEVLSLR.... Result: 1 (interaction). (5) The protein sequence of the target gene is MMCEVMPTISEDGRRGSALGPDEAGGELERLMVTMLTERERLLETLREAQDGLATAQLRLRELGHEKDSLQRQLSIALPQEFAALTKELNLCREQLLEREEEIAELKAERNNTRLLLEHLECLVSRHERSLRMTVVKRQAQSPGGVSSEVEVLKALKSLFEHHKALDEKVRERLRMALERVAVLEEELELSNQETLNLREQLSRRRSGLEEPGKDGDGQTLANGLGPGGDSNRRTAELEEALERQRAEVCQLRERLAVLCRQMSQLEEELGTAHRELGKAEEANSKLQRDLKEALAQRED.... The miRNA is hsa-miR-6883-5p with sequence AGGGAGGGUGUGGUAUGGAUGU. Result: 1 (interaction). (6) The miRNA is hsa-miR-6852-3p with sequence UGUCCUCUGUUCCUCAG. The protein sequence of the target gene is MLTRLFSEPGLLSDVPKFASWGDGDDDEPRSDKGDAPPQPPPAPGSGAPGPARAAKPVSLRGGEEIPEPTLAEVKEEGELGGEEEEEEEEEEGLDEAEGERPKKRGPKKRKMTKARLERSKLRRQKANARERNRMHDLNAALDNLRKVVPCYSKTQKLSKIETLRLAKNYIWALSEILRSGKRPDLVSYVQTLCKGLSQPTTNLVAGCLQLNSRNFLTEQGADGAGRFHGSGGPFAMHPYPYPCSRLAGAQCQAAGGLGGGAAHALRTHGYCAAYETLYAAAGGGGASPDYNSSEYEGPL.... Result: 0 (no interaction). (7) The miRNA is mmu-miR-3085-5p with sequence AGGUGCCAUUCCGAGGGCCAAGAGU. The protein sequence of the target gene is MEGGFGSDFGGSGSGKLDPGLIMEQVKVQIAVANAQELLQRMTDKCFRKCIGKPGGSLDNSEQKCIAMCMDRYMDAWNTVSRAYNSRLQRERANM. Result: 0 (no interaction). (8) The miRNA is hsa-miR-4528 with sequence UCAUUAUAUGUAUGAUCUGGAC. The protein sequence of the target gene is MSEVTRSLLQRWGASLRRGADFDSWGQLVEAIDEYQILARHLQKEAQAQHNNSEFTEEQKKTIGKIATCLELRSAALQSTQSQEEFKLEDLKKLEPILKNILTYNKEFPFDVQPIPLRRILAPGEEENLEFEEDEEGGAGAGPPDSFSARVPGTLLPRLPSEPGMTLLTIRIEKIGLKDAGQCIDPYITVSVKDLNGIDLTPVQDTPVASRKEDTYVHFNVDIELQKHVERLTKGAAIFFEFKHYKPKKRFTSTKCFAFMEMDEIKPGPIVIELYKKPTDFKRKKLQLLTKKPLYLHLHQ.... Result: 0 (no interaction).